The task is: Predict which catalyst facilitates the given reaction.. This data is from Catalyst prediction with 721,799 reactions and 888 catalyst types from USPTO. (1) Reactant: Br[C:2]1[CH:7]=[CH:6][CH:5]=[CH:4][C:3]=1[CH:8]([F:10])[F:9].[B:11]1([B:11]2[O:15][C:14]([CH3:17])([CH3:16])[C:13]([CH3:19])([CH3:18])[O:12]2)[O:15][C:14]([CH3:17])([CH3:16])[C:13]([CH3:19])([CH3:18])[O:12]1.C([O-])(=O)C.[K+]. Product: [F:9][CH:8]([F:10])[C:3]1[CH:4]=[CH:5][CH:6]=[CH:7][C:2]=1[B:11]1[O:15][C:14]([CH3:17])([CH3:16])[C:13]([CH3:19])([CH3:18])[O:12]1. The catalyst class is: 16. (2) Reactant: [CH:1]([N:4](CC)C(C)C)(C)[CH3:2].BrCC#N.[N:14]([C:17]1[CH:42]=[CH:41][CH:40]=[CH:39][C:18]=1[CH2:19][O:20][C:21]([NH:23][CH2:24][CH2:25][CH2:26][C@H:27]([NH:31][C:32]([O:34][C:35]([CH3:38])([CH3:37])[CH3:36])=[O:33])[C:28]([OH:30])=[O:29])=[O:22])=[N+:15]=[N-:16]. Product: [N:14]([C:17]1[CH:42]=[CH:41][CH:40]=[CH:39][C:18]=1[CH2:19][O:20][C:21]([NH:23][CH2:24][CH2:25][CH2:26][C@H:27]([NH:31][C:32]([O:34][C:35]([CH3:38])([CH3:36])[CH3:37])=[O:33])[C:28]([O:30][CH2:2][C:1]#[N:4])=[O:29])=[O:22])=[N+:15]=[N-:16]. The catalyst class is: 10. (3) Reactant: O[C:2]1[CH:3]=[N:4][CH:5]=[C:6]([CH:11]=1)[C:7]([O:9][CH3:10])=[O:8].[CH:12]1([OH:18])[CH2:17][CH2:16][CH2:15][CH2:14][CH2:13]1.C1(P(C2C=CC=CC=2)C2C=CC=CC=2)C=CC=CC=1.N(C(OCC)=O)=NC(OCC)=O. Product: [CH2:16]1[CH2:17][CH:12]([O:18][C:5]2[N:4]=[CH:3][CH:2]=[CH:11][C:6]=2[C:7]([O:9][CH3:10])=[O:8])[CH2:13][CH2:14][CH2:15]1. The catalyst class is: 2.